Dataset: Catalyst prediction with 721,799 reactions and 888 catalyst types from USPTO. Task: Predict which catalyst facilitates the given reaction. (1) Reactant: [CH:1]12[N:8]([C:9]3[CH:32]=[CH:31][C:12]([CH2:13][NH:14][C:15]([NH:17][C:18]4[CH:26]=[CH:25][CH:24]=[C:23]5[C:19]=4[CH:20]=[N:21][N:22]5C(OC)=O)=[O:16])=[C:11]([Cl:33])[CH:10]=3)[CH:5]([CH2:6][CH2:7]1)[CH2:4][CH2:3][CH2:2]2.[OH-].[Na+]. Product: [CH:5]12[N:8]([C:9]3[CH:32]=[CH:31][C:12]([CH2:13][NH:14][C:15]([NH:17][C:18]4[CH:26]=[CH:25][CH:24]=[C:23]5[C:19]=4[CH:20]=[N:21][NH:22]5)=[O:16])=[C:11]([Cl:33])[CH:10]=3)[CH:1]([CH2:7][CH2:6]1)[CH2:2][CH2:3][CH2:4]2. The catalyst class is: 5. (2) Reactant: [N:1]([CH2:4][C:5]([C:7]1[CH:8]=[CH:9][C:10]2[O:16][CH2:15][CH2:14][N:13]([C:17]([O:19][C:20]([CH3:23])([CH3:22])[CH3:21])=[O:18])[CH2:12][C:11]=2[CH:24]=1)=[O:6])=[N+]=[N-].[C:25]([N:44]=C=S)(C1C=CC=CC=1)(C1C=CC=CC=1)C1C=CC=CC=1.C1C=CC(P(C2C=CC=CC=2)C2C=CC=CC=2)=CC=1. Product: [NH2:44][C:25]1[O:6][C:5]([C:7]2[CH:8]=[CH:9][C:10]3[O:16][CH2:15][CH2:14][N:13]([C:17]([O:19][C:20]([CH3:23])([CH3:22])[CH3:21])=[O:18])[CH2:12][C:11]=3[CH:24]=2)=[CH:4][N:1]=1. The catalyst class is: 12. (3) Reactant: [F:1][C:2]1[CH:3]=[CH:4][C:5]2[O:10][C@H:9]([CH2:11][OH:12])[CH2:8][N:7]([CH3:13])[C:6]=2[CH:14]=1.FC1C=CC(F)=CC=1N.C(N(CC)CC)C.[N+:31]([C:34]1[CH:39]=[CH:38][C:37]([S:40](Cl)(=[O:42])=[O:41])=[CH:36][CH:35]=1)([O-:33])=[O:32]. Product: [N+:31]([C:34]1[CH:35]=[CH:36][C:37]([S:40]([O:12][CH2:11][C@@H:9]2[CH2:8][N:7]([CH3:13])[C:6]3[CH:14]=[C:2]([F:1])[CH:3]=[CH:4][C:5]=3[O:10]2)(=[O:42])=[O:41])=[CH:38][CH:39]=1)([O-:33])=[O:32]. The catalyst class is: 34. (4) Reactant: [OH:1][CH:2]([C:6]1[CH:11]=[CH:10][C:9]([C:12]2[N:16]=[C:15]([C:17]3[O:21][N:20]=[C:19]([C:22]4[CH:27]=[CH:26][CH:25]=[CH:24][CH:23]=4)[C:18]=3[C:28]([F:31])([F:30])[F:29])[O:14][N:13]=2)=[CH:8][CH:7]=1)[C:3](O)=[O:4].CN1CCOCC1.Cl.[NH2:40][C@@H:41]([CH3:46])[C:42]([NH:44][CH3:45])=[O:43].CN(C(ON1N=NC2C=CC=NC1=2)=[N+](C)C)C.F[P-](F)(F)(F)(F)F. Product: [OH:1][CH:2]([C:6]1[CH:11]=[CH:10][C:9]([C:12]2[N:16]=[C:15]([C:17]3[O:21][N:20]=[C:19]([C:22]4[CH:23]=[CH:24][CH:25]=[CH:26][CH:27]=4)[C:18]=3[C:28]([F:31])([F:30])[F:29])[O:14][N:13]=2)=[CH:8][CH:7]=1)[C:3]([NH:40][C@@H:41]([CH3:46])[C:42]([NH:44][CH3:45])=[O:43])=[O:4]. The catalyst class is: 3. (5) Product: [CH3:40][N:39]([CH3:41])[C:38]([C:36]1[N:35]([CH:43]2[CH2:47][CH2:46][CH2:45][CH2:44]2)[C:33]2[N:34]=[C:29]([NH:28][C:25]3[CH:26]=[CH:27][C:22]([C:20]([N:18]4[CH2:17][CH:16]5[NH:11][CH:12]([CH2:13][O:14][CH2:15]5)[CH2:19]4)=[O:21])=[CH:23][N:24]=3)[N:30]=[CH:31][C:32]=2[CH:37]=1)=[O:42]. Reactant: C(OC([N:11]1[CH:16]2[CH2:17][N:18]([C:20]([C:22]3[CH:23]=[N:24][C:25]([NH:28][C:29]4[N:30]=[CH:31][C:32]5[CH:37]=[C:36]([C:38](=[O:42])[N:39]([CH3:41])[CH3:40])[N:35]([CH:43]6[CH2:47][CH2:46][CH2:45][CH2:44]6)[C:33]=5[N:34]=4)=[CH:26][CH:27]=3)=[O:21])[CH2:19][CH:12]1[CH2:13][O:14][CH2:15]2)=O)C1C=CC=CC=1.C(CC(OC)=O)C.C1COCC1.[H][H]. The catalyst class is: 43. (6) Reactant: [NH:1]1[C:5]([C:6]2[CH:11]=[CH:10][CH:9]=[CH:8][C:7]=2B(O)O)=[N:4][N:3]=[N:2]1.Br[C:16]1[CH:28]=[CH:27][C:19]([N:20]([CH:22]2[CH2:26][CH2:25][CH2:24][CH2:23]2)[CH3:21])=[C:18]([N+:29]([O-:31])=[O:30])[CH:17]=1.C(=O)([O-])[O-].[K+].[K+]. Product: [CH:22]1([N:20]([CH3:21])[C:19]2[CH:27]=[CH:28][C:16]([C:7]3[CH:8]=[CH:9][CH:10]=[CH:11][C:6]=3[C:5]3[NH:4][N:3]=[N:2][N:1]=3)=[CH:17][C:18]=2[N+:29]([O-:31])=[O:30])[CH2:23][CH2:24][CH2:25][CH2:26]1. The catalyst class is: 339.